Dataset: HIV replication inhibition screening data with 41,000+ compounds from the AIDS Antiviral Screen. Task: Binary Classification. Given a drug SMILES string, predict its activity (active/inactive) in a high-throughput screening assay against a specified biological target. (1) The drug is COc1c(F)c(F)c(C(=O)C=C2Nc3ccccc3NC2=O)c(F)c1F. The result is 0 (inactive). (2) The molecule is CC(=O)Oc1ccc2c(c1)nnn2C(C)=O. The result is 0 (inactive). (3) The drug is CN(C)c1ccc2nc3c(ccc4ccccc43)[o+]c2c1. The result is 0 (inactive). (4) The compound is c1ccc(N2N=[O+][Cu-3]3(O2)ON(c2ccccc2)N=[O+]3)cc1. The result is 0 (inactive). (5) The molecule is CN1C(=O)C2C=C3CCCCC3=CC2N(C)C1=O. The result is 0 (inactive). (6) The molecule is COC(=NN=C(c1ccccc1)C(F)(F)F)c1ccncc1. The result is 0 (inactive).